This data is from Forward reaction prediction with 1.9M reactions from USPTO patents (1976-2016). The task is: Predict the product of the given reaction. (1) Given the reactants [Cl:1][CH2:2][C:3]1([CH3:10])[O:7][CH:6]([CH2:8][OH:9])[CH2:5][O:4]1.[H-].[Na+].Br[CH2:14][C:15]1[C:16]([Cl:28])=[C:17]([CH:21]=[CH:22][C:23]=1[S:24]([CH3:27])(=[O:26])=[O:25])[C:18]([OH:20])=[O:19].OS([O-])(=O)=O.[K+], predict the reaction product. The product is: [Cl:28][C:16]1[C:15]([CH2:14][O:9][CH2:8][CH:6]2[CH2:5][O:4][C:3]([CH2:2][Cl:1])([CH3:10])[O:7]2)=[C:23]([S:24]([CH3:27])(=[O:26])=[O:25])[CH:22]=[CH:21][C:17]=1[C:18]([OH:20])=[O:19]. (2) Given the reactants [Cl:1][C:2]1[CH:7]=[CH:6][C:5]([CH:8]([C:12]2[CH:17]=[CH:16][C:15]([Cl:18])=[CH:14][CH:13]=2)[C:9]([OH:11])=O)=[CH:4][CH:3]=1.[NH2:19][CH2:20][CH2:21][CH2:22][N:23]1[CH2:28][CH2:27][CH:26]([C:29]2[CH:30]=[C:31]([NH:35][C:36](=[O:41])[O:37][CH:38]([CH3:40])[CH3:39])[CH:32]=[CH:33][CH:34]=2)[CH2:25][CH2:24]1, predict the reaction product. The product is: [Cl:18][C:15]1[CH:16]=[CH:17][C:12]([CH:8]([C:5]2[CH:4]=[CH:3][C:2]([Cl:1])=[CH:7][CH:6]=2)[C:9]([NH:19][CH2:20][CH2:21][CH2:22][N:23]2[CH2:28][CH2:27][CH:26]([C:29]3[CH:30]=[C:31]([NH:35][C:36](=[O:41])[O:37][CH:38]([CH3:39])[CH3:40])[CH:32]=[CH:33][CH:34]=3)[CH2:25][CH2:24]2)=[O:11])=[CH:13][CH:14]=1. (3) Given the reactants [F:1][C:2]1[CH:7]=[C:6]([F:8])[CH:5]=[C:4]([F:9])[C:3]=1[OH:10].C(=O)([O-])[O-].[K+].[K+].F[C:18]1[N:27]=[CH:26][CH:25]=[C:24]([CH:28]=[CH2:29])[C:19]=1[C:20]([O:22][CH3:23])=[O:21], predict the reaction product. The product is: [F:1][C:2]1[CH:7]=[C:6]([F:8])[CH:5]=[C:4]([F:9])[C:3]=1[O:10][C:18]1[N:27]=[CH:26][CH:25]=[C:24]([CH:28]=[CH2:29])[C:19]=1[C:20]([O:22][CH3:23])=[O:21]. (4) The product is: [Cl:1][C:2]1[CH:3]=[C:4]([CH:27]=[CH:28][C:29]=1[F:30])[NH:5][C:6]1[C:15]2[C:10](=[CH:11][C:12]([O:22][CH2:23][CH2:24][CH2:25][N:37]3[CH2:38][CH2:39][N:34]([CH2:33][C:31]#[N:32])[CH2:35][CH2:36]3)=[CH:13][C:14]=2[O:16][CH:17]2[CH2:21][CH2:20][O:19][CH2:18]2)[N:9]=[CH:8][N:7]=1. Given the reactants [Cl:1][C:2]1[CH:3]=[C:4]([CH:27]=[CH:28][C:29]=1[F:30])[NH:5][C:6]1[C:15]2[C:10](=[CH:11][C:12]([O:22][CH2:23][CH2:24][CH2:25]Cl)=[CH:13][C:14]=2[O:16][CH:17]2[CH2:21][CH2:20][O:19][CH2:18]2)[N:9]=[CH:8][N:7]=1.[C:31]([CH2:33][N:34]1[CH2:39][CH2:38][NH:37][CH2:36][CH2:35]1)#[N:32], predict the reaction product. (5) Given the reactants [Br:1][C:2]1[N:7]=[C:6](Cl)[C:5]2[N:9]=[CH:10][NH:11][C:4]=2[CH:3]=1.[CH3:12][C@@H:13]1[CH2:18][O:17][CH2:16][CH2:15][NH:14]1, predict the reaction product. The product is: [Br:1][C:2]1[N:7]=[C:6]([N:14]2[CH2:15][CH2:16][O:17][CH2:18][C@H:13]2[CH3:12])[C:5]2[N:9]=[CH:10][NH:11][C:4]=2[CH:3]=1. (6) The product is: [F:35][C:2]([F:36])([F:1])[C:3]1[CH:4]=[C:5]([C@H:13]([O:15][C@H:16]2[CH2:21][CH2:20][N:19]([C:22](=[O:28])[CH2:23][CH2:24][C:25](=[O:27])[N:37]3[CH2:41][CH2:40][CH2:39][CH2:38]3)[CH2:18][C@H:17]2[C:29]2[CH:34]=[CH:33][CH:32]=[CH:31][CH:30]=2)[CH3:14])[CH:6]=[C:7]([C:9]([F:11])([F:12])[F:10])[CH:8]=1. Given the reactants [F:1][C:2]([F:36])([F:35])[C:3]1[CH:4]=[C:5]([C@H:13]([O:15][C@H:16]2[CH2:21][CH2:20][N:19]([C:22](=[O:28])[CH2:23][CH2:24][C:25]([OH:27])=O)[CH2:18][C@H:17]2[C:29]2[CH:34]=[CH:33][CH:32]=[CH:31][CH:30]=2)[CH3:14])[CH:6]=[C:7]([C:9]([F:12])([F:11])[F:10])[CH:8]=1.[NH:37]1[CH2:41][CH2:40][CH2:39][CH2:38]1, predict the reaction product. (7) Given the reactants Cl[C:2]1[CH:7]=[N:6][CH:5]=[C:4]([Cl:8])[N:3]=1.[C:9]1([C:15]2[CH:20]=[CH:19][CH:18]=[CH:17][C:16]=2[OH:21])[CH:14]=[CH:13][CH:12]=[CH:11][CH:10]=1, predict the reaction product. The product is: [Cl:8][C:4]1[CH:5]=[N:6][CH:7]=[C:2]([O:21][C:16]2[CH:17]=[CH:18][CH:19]=[CH:20][C:15]=2[C:9]2[CH:10]=[CH:11][CH:12]=[CH:13][CH:14]=2)[N:3]=1. (8) Given the reactants [CH:1]1([N:7]2[C:12]([OH:13])=[C:11]([C:14]([NH:16][CH2:17][C:18]([O:20]CC)=[O:19])=[O:15])[C:10](=[O:23])[NH:9][C:8]2=[O:24])[CH2:6][CH2:5][CH2:4][CH2:3][CH2:2]1.C(=O)([O-])[O-].[K+].[K+].[F:31][C:32]([F:46])([F:45])[C:33]1[CH:40]=[C:39]([C:41]([F:44])([F:43])[F:42])[CH:38]=[CH:37][C:34]=1[CH2:35]Br.Cl, predict the reaction product. The product is: [F:31][C:32]([F:45])([F:46])[C:33]1[CH:40]=[C:39]([C:41]([F:42])([F:43])[F:44])[CH:38]=[CH:37][C:34]=1[CH2:35][N:9]1[C:10](=[O:23])[C:11]([C:14]([NH:16][CH2:17][C:18]([OH:20])=[O:19])=[O:15])=[C:12]([OH:13])[N:7]([CH:1]2[CH2:2][CH2:3][CH2:4][CH2:5][CH2:6]2)[C:8]1=[O:24]. (9) Given the reactants [CH2:1]([C:3]([C:13]1[C:21]2[C:16](=[C:17]([NH2:22])[CH:18]=[CH:19][CH:20]=2)[N:15]([CH3:23])[CH:14]=1)([C:6]1[CH:11]=[CH:10][C:9]([F:12])=[CH:8][CH:7]=1)[CH2:4][CH3:5])[CH3:2].[CH3:24][S:25](Cl)(=[O:27])=[O:26].N1C=CC=CC=1.C(=O)(O)[O-].[Na+], predict the reaction product. The product is: [CH2:1]([C:3]([C:13]1[C:21]2[C:16](=[C:17]([NH:22][S:25]([CH3:24])(=[O:27])=[O:26])[CH:18]=[CH:19][CH:20]=2)[N:15]([CH3:23])[CH:14]=1)([C:6]1[CH:7]=[CH:8][C:9]([F:12])=[CH:10][CH:11]=1)[CH2:4][CH3:5])[CH3:2]. (10) Given the reactants FC1C=CC(C(S(C2C=CC(C)=CC=2)(=O)=O)NC(=O)C)=CC=1.N1C=CC(C=O)=NC=1.C(N(CC)CC)C.[F:38][C:39]1[CH:44]=[CH:43][C:42]([CH:45]([NH:54][C:55](=O)[CH3:56])[C:46](=O)[C:47]2[CH:52]=[CH:51][N:50]=[CH:49][N:48]=2)=[CH:41][CH:40]=1.C(O)(=O)C.[NH2:62][CH:63]1[CH2:68][CH2:67][N:66]([C:69]([O:71][C:72]([CH3:75])([CH3:74])[CH3:73])=[O:70])[CH2:65][CH2:64]1, predict the reaction product. The product is: [F:38][C:39]1[CH:44]=[CH:43][C:42]([C:45]2[N:54]=[C:55]([CH3:56])[N:62]([CH:63]3[CH2:64][CH2:65][N:66]([C:69]([O:71][C:72]([CH3:75])([CH3:74])[CH3:73])=[O:70])[CH2:67][CH2:68]3)[C:46]=2[C:47]2[CH:52]=[CH:51][N:50]=[CH:49][N:48]=2)=[CH:41][CH:40]=1.